Predict the reaction yield, written as a fraction of the theoretical maximum amount of product (1.0 means a 100% yield; for example, 0.34 means a 34% yield). From a dataset of Reaction yield outcomes from USPTO patents with 853,638 reactions. (1) The reactants are I[C:2]1[CH:7]=[CH:6][CH:5]=[CH:4][N:3]=1.[CH2:8]([N:12]1[C:20](=[O:21])[C:19]2[C:14](=[CH:15][CH:16]=[CH:17][CH:18]=2)[C:13]1=[O:22])[CH2:9][C:10]#[CH:11]. No catalyst specified. The product is [N:3]1[CH:4]=[CH:5][CH:6]=[CH:7][C:2]=1[C:11]#[C:10][CH2:9][CH2:8][N:12]1[C:20](=[O:21])[C:19]2[C:14](=[CH:15][CH:16]=[CH:17][CH:18]=2)[C:13]1=[O:22]. The yield is 0.450. (2) The reactants are [CH3:1][CH2:2][CH:3]([OH:6])[CH2:4][CH3:5].N1([C:12](N2C=CN=C2)=[O:13])C=CN=C1.CCN(C(C)C)C(C)C.Cl.[Cl:29][C:30]1[C:35]([O:36][CH3:37])=[C:34]([O:38][CH:39]2[CH2:44][CH2:43][NH:42][CH2:41][CH2:40]2)[N:33]=[CH:32][N:31]=1. The catalyst is C1COCC1. The product is [CH2:2]([CH:3]([O:6][C:12]([N:42]1[CH2:43][CH2:44][CH:39]([O:38][C:34]2[C:35]([O:36][CH3:37])=[C:30]([Cl:29])[N:31]=[CH:32][N:33]=2)[CH2:40][CH2:41]1)=[O:13])[CH2:4][CH3:5])[CH3:1]. The yield is 0.390. (3) The reactants are [Cl:1][C:2]1[N:7]=[C:6]([C:8](=O)[C:9]#[CH:10])[C:5]2[C:12]([O:34][CH3:35])=[N:13][N:14]([C:15]([C:28]3[CH:33]=[CH:32][CH:31]=[CH:30][CH:29]=3)([C:22]3[CH:27]=[CH:26][CH:25]=[CH:24][CH:23]=3)[C:16]3[CH:21]=[CH:20][CH:19]=[CH:18][CH:17]=3)[C:4]=2[CH:3]=1.Cl.[C:37]([NH2:40])(=[NH:39])[CH3:38].C(=O)([O-])[O-].[Na+].[Na+]. The catalyst is C(#N)C. The product is [Cl:1][C:2]1[N:7]=[C:6]([C:8]2[CH:9]=[CH:10][N:40]=[C:37]([CH3:38])[N:39]=2)[C:5]2[C:12]([O:34][CH3:35])=[N:13][N:14]([C:15]([C:16]3[CH:21]=[CH:20][CH:19]=[CH:18][CH:17]=3)([C:28]3[CH:29]=[CH:30][CH:31]=[CH:32][CH:33]=3)[C:22]3[CH:27]=[CH:26][CH:25]=[CH:24][CH:23]=3)[C:4]=2[CH:3]=1. The yield is 0.850.